Task: Predict the product of the given reaction.. Dataset: Forward reaction prediction with 1.9M reactions from USPTO patents (1976-2016) (1) Given the reactants [F:1][C:2]1[CH:12]=[CH:11][C:5]2[N:6]=[C:7]([CH3:10])[CH2:8][O:9][C:4]=2[C:3]=1[F:13], predict the reaction product. The product is: [F:1][C:2]1[CH:12]=[CH:11][C:5]2[NH:6][C@@H:7]([CH3:10])[CH2:8][O:9][C:4]=2[C:3]=1[F:13]. (2) Given the reactants [Cl:1][C:2]1[CH:10]=[CH:9][C:5]([C:6]([OH:8])=[O:7])=[C:4]([NH:11][C:12]2[CH:17]=[CH:16][C:15]([Si:18]([CH3:21])([CH3:20])[CH3:19])=[CH:14][C:13]=2[F:22])[N:3]=1.[CH3:23]CN(C(C)C)C(C)C.CN(C=O)C.C(Cl)(=O)C(Cl)=O, predict the reaction product. The product is: [CH3:23][O:7][C:6](=[O:8])[C:5]1[CH:9]=[CH:10][C:2]([Cl:1])=[N:3][C:4]=1[NH:11][C:12]1[CH:17]=[CH:16][C:15]([Si:18]([CH3:19])([CH3:21])[CH3:20])=[CH:14][C:13]=1[F:22]. (3) Given the reactants Br[C:2]1[CH:3]=[CH:4][C:5]([C:8]2[CH2:12][CH:11]([CH2:13][OH:14])[O:10][N:9]=2)=[N:6][CH:7]=1.[B:15]1([B:15]2[O:19][C:18]([CH3:21])([CH3:20])[C:17]([CH3:23])([CH3:22])[O:16]2)[O:19][C:18]([CH3:21])([CH3:20])[C:17]([CH3:23])([CH3:22])[O:16]1.CC([O-])=O.[K+], predict the reaction product. The product is: [CH3:22][C:17]1([CH3:23])[C:18]([CH3:21])([CH3:20])[O:19][B:15]([C:2]2[CH:3]=[CH:4][C:5]([C:8]3[CH2:12][CH:11]([CH2:13][OH:14])[O:10][N:9]=3)=[N:6][CH:7]=2)[O:16]1. (4) Given the reactants O=[C:2]([C:9]1SC=[CH:12][CH:13]=1)[CH2:3][C:4]([O:6][CH2:7]C)=O.S1C=CC=C1C1C=CN=C(N)N=1.C[C:27]1([CH3:35])[O:32][C:31](=[O:33])[CH2:30][C:29](=[O:34])O1.COC1C=C(C=CC=1)C(O)=O, predict the reaction product. The product is: [O:34]=[C:29]([C:13]1[CH:9]=[CH:2][CH:3]=[C:4]([O:6][CH3:7])[CH:12]=1)[CH2:30][C:31]([O:32][CH2:27][CH3:35])=[O:33]. (5) Given the reactants [CH2:1]([O:3][C:4](=[O:15])[CH2:5][C:6]1[C:14]2[C:9](=[CH:10][CH:11]=[CH:12][CH:13]=2)[NH:8][CH:7]=1)[CH3:2].Cl[C:17]([O:19][CH3:20])=[O:18], predict the reaction product. The product is: [CH3:20][O:19][C:17]([N:8]1[C:9]2[C:14](=[CH:13][CH:12]=[CH:11][CH:10]=2)[C:6]([CH2:5][C:4]([O:3][CH2:1][CH3:2])=[O:15])=[CH:7]1)=[O:18]. (6) Given the reactants CC([N:5]([CH2:9][C:10]([N:12]([CH2:26][C:27]1[CH:32]=[CH:31][CH:30]=[C:29]([Cl:33])[C:28]=1[CH3:34])[C:13]1[N:14]=[C:15]([N:20]2[CH2:25][CH2:24][O:23][CH2:22][CH2:21]2)[S:16][C:17]=1[C:18]#[N:19])=O)C(=O)[O-])(C)C.B1([O-])O[O:36]1.O.O.O.O.[Na+].Cl.O1CCOCC1, predict the reaction product. The product is: [NH2:5][CH2:9][C:10]1[N:12]([CH2:26][C:27]2[CH:32]=[CH:31][CH:30]=[C:29]([Cl:33])[C:28]=2[CH3:34])[C:13]2[N:14]=[C:15]([N:20]3[CH2:25][CH2:24][O:23][CH2:22][CH2:21]3)[S:16][C:17]=2[C:18](=[O:36])[N:19]=1. (7) Given the reactants Br[CH:2]=[CH:3][CH3:4].[Mg].[CH:6](=[O:15])/[CH:7]=[CH:8]/[CH:9]=[CH:10]/[CH2:11][CH2:12][CH2:13][CH3:14].[NH4+].[Cl-], predict the reaction product. The product is: [CH3:4][CH:3]=[CH:2][CH:6]([OH:15])/[CH:7]=[CH:8]/[CH:9]=[CH:10]/[CH2:11][CH2:12][CH2:13][CH3:14].